This data is from Catalyst prediction with 721,799 reactions and 888 catalyst types from USPTO. The task is: Predict which catalyst facilitates the given reaction. (1) Reactant: [F:1][C:2]1[CH:3]=[C:4]2[C:9](=[CH:10][C:11]=1[F:12])[N:8]=[C:7](/[CH:13]=[CH:14]/[C:15]1[CH:33]=[CH:32][C:18]3[O:19][CH2:20][C:21]4[CH:31]=[CH:30][CH:29]=[CH:28][C:22]=4[CH:23]([S:24][CH2:25][CH2:26]O)[C:17]=3[CH:16]=1)[CH:6]=[CH:5]2.[C:34]([O:38][C:39]([NH:41][S:42]([C:45]([F:48])([F:47])[F:46])(=[O:44])=[O:43])=[O:40])([CH3:37])([CH3:36])[CH3:35].C1(P(C2C=CC=CC=2)C2C=CC=CC=2)C=CC=CC=1.N(C(OCC)=O)=NC(OCC)=O. Product: [C:34]([O:38][C:39]([N:41]([CH2:26][CH2:25][S:24][CH:23]1[C:22]2[CH:28]=[CH:29][CH:30]=[CH:31][C:21]=2[CH2:20][O:19][C:18]2[CH:32]=[CH:33][C:15](/[CH:14]=[CH:13]/[C:7]3[CH:6]=[CH:5][C:4]4[C:9](=[CH:10][C:11]([F:12])=[C:2]([F:1])[CH:3]=4)[N:8]=3)=[CH:16][C:17]1=2)[S:42]([C:45]([F:48])([F:46])[F:47])(=[O:44])=[O:43])=[O:40])([CH3:37])([CH3:35])[CH3:36]. The catalyst class is: 7. (2) Reactant: [Cl:1][C:2]1[CH:3]=[C:4]([C:8]2[N:9]([CH2:21][C:22]([NH:24][CH:25]([CH3:27])[CH3:26])=[O:23])[C:10](=[O:20])[C:11]3[C:16]([CH:17]=2)=[CH:15][CH:14]=[C:13]([O:18]C)[CH:12]=3)[CH:5]=[CH:6][CH:7]=1.B(Br)(Br)Br. Product: [Cl:1][C:2]1[CH:3]=[C:4]([C:8]2[N:9]([CH2:21][C:22]([NH:24][CH:25]([CH3:27])[CH3:26])=[O:23])[C:10](=[O:20])[C:11]3[C:16]([CH:17]=2)=[CH:15][CH:14]=[C:13]([OH:18])[CH:12]=3)[CH:5]=[CH:6][CH:7]=1. The catalyst class is: 2. (3) Product: [F:27][C:14]1[C:15]([O:20][C:21]2[CH:26]=[CH:25][CH:24]=[CH:23][CH:22]=2)=[C:16]([F:19])[CH:17]=[CH:18][C:13]=1[C@H:10]([NH:9][CH2:8][CH2:7][C:6]([OH:28])=[O:5])[CH2:11][CH3:12]. Reactant: [OH-].[Li+].C([O:5][C:6](=[O:28])[CH2:7][CH2:8][NH:9][C@@H:10]([C:13]1[CH:18]=[CH:17][C:16]([F:19])=[C:15]([O:20][C:21]2[CH:26]=[CH:25][CH:24]=[CH:23][CH:22]=2)[C:14]=1[F:27])[CH2:11][CH3:12])C.Cl. The catalyst class is: 87. (4) The catalyst class is: 124. Product: [F:32][C:31]([F:34])([F:33])[S:28]([O:13][C:7]1[C:6]([C:14]2[CH:19]=[CH:18][CH:17]=[CH:16][CH:15]=2)=[CH:5][C:4]2[C:9](=[CH:10][CH:11]=[N:12][C:3]=2[O:2][CH3:1])[N:8]=1)(=[O:30])=[O:29]. Reactant: [CH3:1][O:2][C:3]1[N:12]=[CH:11][CH:10]=[C:9]2[C:4]=1[CH:5]=[C:6]([C:14]1[CH:19]=[CH:18][CH:17]=[CH:16][CH:15]=1)[C:7](=[O:13])[NH:8]2.N1C(C)=CC=CC=1C.[S:28](O[S:28]([C:31]([F:34])([F:33])[F:32])(=[O:30])=[O:29])([C:31]([F:34])([F:33])[F:32])(=[O:30])=[O:29].C(=O)(O)[O-].[Na+]. (5) The catalyst class is: 19. Product: [NH2:1][CH2:4][C@H:5]1[CH2:10][CH2:9][CH2:8][N:7]([C:11]([O:13][C:14]([CH3:17])([CH3:16])[CH3:15])=[O:12])[CH2:6]1. Reactant: [N:1]([CH2:4][C@H:5]1[CH2:10][CH2:9][CH2:8][N:7]([C:11]([O:13][C:14]([CH3:17])([CH3:16])[CH3:15])=[O:12])[CH2:6]1)=[N+]=[N-]. (6) Reactant: [Br:1][C:2]([C:24](Cl)=[O:25])=[CH:3][C:4]1[CH:5]=[C:6]([N:11]2[C:16](=[O:17])[CH:15]=[C:14]([C:18]([F:21])([F:20])[F:19])[N:13]([CH3:22])[C:12]2=[O:23])[CH:7]=[CH:8][C:9]=1[Cl:10].C([CH2:29][CH:30]([SH:32])O)C.C(N([CH2:38][CH3:39])CC)C.[OH2:40]. Product: [Br:1][C:2]([C:24]([O:40][CH2:38][CH2:39][S:32][CH2:30][CH3:29])=[O:25])=[CH:3][C:4]1[CH:5]=[C:6]([N:11]2[C:16](=[O:17])[CH:15]=[C:14]([C:18]([F:21])([F:20])[F:19])[N:13]([CH3:22])[C:12]2=[O:23])[CH:7]=[CH:8][C:9]=1[Cl:10]. The catalyst class is: 7.